Dataset: Catalyst prediction with 721,799 reactions and 888 catalyst types from USPTO. Task: Predict which catalyst facilitates the given reaction. (1) Reactant: [Mg].COCCO[AlH2-]OCCOC.[Na+].Cl[CH2:15][CH2:16][CH2:17][CH2:18][CH2:19][CH2:20][O:21][CH:22]1[CH2:27][CH2:26][CH2:25][CH2:24][O:23]1.[F:28][C:29]([F:37])([F:36])[C:30]([C:32]([F:35])([F:34])[F:33])=[O:31].CC(C)=O.C(=O)=O. Product: [F:28][C:29]([F:37])([F:36])[C:30]([C:32]([F:35])([F:34])[F:33])([OH:31])[CH2:15][CH2:16][CH2:17][CH2:18][CH2:19][CH2:20][O:21][CH:22]1[CH2:27][CH2:26][CH2:25][CH2:24][O:23]1. The catalyst class is: 1. (2) Reactant: [NH2:1][CH:2]1[C@@H:6]2[CH2:7][N:8]([C:10]3[N:15]=[C:14]([C:16]4[O:20][C:19]([C:21]5[CH:26]=[CH:25][C:24]([CH2:27][N:28]([CH3:36])[C:29](=[O:35])[O:30][C:31]([CH3:34])([CH3:33])[CH3:32])=[CH:23][CH:22]=5)=[N:18][N:17]=4)[C:13]([N:37]([C:45]([O:47][C:48]([CH3:51])([CH3:50])[CH3:49])=[O:46])[C:38]([O:40][C:41]([CH3:44])([CH3:43])[CH3:42])=[O:39])=[N:12][CH:11]=3)[CH2:9][C@@H:5]2[CH2:4][CH2:3]1.C(N(CC)CC)C.[CH2:59]([S:61](Cl)(=[O:63])=[O:62])[CH3:60]. Product: [CH2:59]([S:61]([NH:1][CH:2]1[C@@H:6]2[CH2:7][N:8]([C:10]3[N:15]=[C:14]([C:16]4[O:20][C:19]([C:21]5[CH:26]=[CH:25][C:24]([CH2:27][N:28]([CH3:36])[C:29](=[O:35])[O:30][C:31]([CH3:34])([CH3:33])[CH3:32])=[CH:23][CH:22]=5)=[N:18][N:17]=4)[C:13]([N:37]([C:38]([O:40][C:41]([CH3:42])([CH3:44])[CH3:43])=[O:39])[C:45]([O:47][C:48]([CH3:51])([CH3:50])[CH3:49])=[O:46])=[N:12][CH:11]=3)[CH2:9][C@@H:5]2[CH2:4][CH2:3]1)(=[O:63])=[O:62])[CH3:60]. The catalyst class is: 2. (3) Reactant: [CH3:1][N:2]([C:12]1[CH:17]=[CH:16][C:15]([NH:18][C:19]([NH:21][C:22]2[CH:27]=[CH:26][CH:25]=[CH:24][CH:23]=2)=[O:20])=[CH:14][CH:13]=1)[S:3]([C:6]1[S:7][C:8](Br)=[CH:9][CH:10]=1)(=[O:5])=[O:4].[O:28]1[CH2:33][CH2:32][CH2:31][CH2:30][CH:29]1[N:34]1[C:38](B2OC(C)(C)C(C)(C)O2)=[CH:37][CH:36]=[N:35]1.C([O-])([O-])=O.[Na+].[Na+]. Product: [CH3:1][N:2]([C:12]1[CH:17]=[CH:16][C:15]([NH:18][C:19]([NH:21][C:22]2[CH:27]=[CH:26][CH:25]=[CH:24][CH:23]=2)=[O:20])=[CH:14][CH:13]=1)[S:3]([C:6]1[S:7][C:8]([C:38]2[N:34]([CH:29]3[CH2:30][CH2:31][CH2:32][CH2:33][O:28]3)[N:35]=[CH:36][CH:37]=2)=[CH:9][CH:10]=1)(=[O:5])=[O:4]. The catalyst class is: 276. (4) Reactant: [Cl:1][C:2]1[CH:12]=[CH:11][C:5]2[CH2:6][CH2:7][NH:8][CH2:9][CH2:10][C:4]=2[C:3]=1[S:13][CH2:14][C:15]1[CH:20]=[CH:19][C:18]([C:21](=O)[NH:22][CH2:23][C:24]2[CH:29]=[CH:28][C:27]([F:30])=[CH:26][CH:25]=2)=[CH:17][CH:16]=1.COC1C=CC(P2(=S)SP(=S)(C3C=CC(OC)=CC=3)[S:41]2)=CC=1. Product: [Cl:1][C:2]1[CH:12]=[CH:11][C:5]2[CH2:6][CH2:7][NH:8][CH2:9][CH2:10][C:4]=2[C:3]=1[S:13][CH2:14][C:15]1[CH:20]=[CH:19][C:18]([C:21](=[S:41])[NH:22][CH2:23][C:24]2[CH:29]=[CH:28][C:27]([F:30])=[CH:26][CH:25]=2)=[CH:17][CH:16]=1. The catalyst class is: 12. (5) Reactant: [N+:1]([C:4]1[CH:13]=[C:12]2[C:7]([CH2:8][CH2:9][CH2:10][O:11]2)=[CH:6][C:5]=1[NH2:14])([O-])=[O:2].[N:15]#[C:16][NH2:17].[CH]Cl.[OH-].[Na+]. Product: [N+:1]1([O-:2])[C:4]2[CH:13]=[C:12]3[C:7](=[CH:6][C:5]=2[N:14]=[C:16]([NH2:17])[N:15]=1)[CH2:8][CH2:9][CH2:10][O:11]3. The catalyst class is: 6. (6) Product: [N:40]1([CH2:2][CH2:3][O:4][C:5]2[CH:14]=[C:13]3[C:8]([C:9]([O:15][C:16]4[C:17]([C:26]([O:28][CH2:29][CH2:30][CH3:31])=[O:27])=[CH:18][C:19]5[C:24]([CH:25]=4)=[CH:23][CH:22]=[CH:21][CH:20]=5)=[CH:10][CH:11]=[N:12]3)=[CH:7][C:6]=2[O:32][CH3:33])[CH:44]=[CH:43][N:42]=[CH:41]1. Reactant: Cl[CH2:2][CH2:3][O:4][C:5]1[CH:14]=[C:13]2[C:8]([C:9]([O:15][C:16]3[C:17]([C:26]([O:28][CH2:29][CH2:30][CH3:31])=[O:27])=[CH:18][C:19]4[C:24]([CH:25]=3)=[CH:23][CH:22]=[CH:21][CH:20]=4)=[CH:10][CH:11]=[N:12]2)=[CH:7][C:6]=1[O:32][CH3:33].C(=O)([O-])[O-].[K+].[K+].[NH:40]1[CH:44]=[CH:43][N:42]=[CH:41]1.O. The catalyst class is: 9. (7) Reactant: Cl[C:2]1[C:3]2[C:4](=[N:8][N:9]([CH2:11][C:12]3[CH:17]=[CH:16][C:15]([CH2:18][N:19]4[CH:23]=[C:22]([C:24]([F:27])([F:26])[F:25])[CH:21]=[N:20]4)=[CH:14][CH:13]=3)[CH:10]=2)[N:5]=[CH:6][N:7]=1.[NH2:28][CH2:29][C:30]1[C:31]([CH3:52])=[CH:32][C:33]([N:37](C(OC(C)(C)C)=O)C(=O)OC(C)(C)C)=[N:34][C:35]=1[CH3:36].CCN(C(C)C)C(C)C.O. Product: [NH2:37][C:33]1[N:34]=[C:35]([CH3:36])[C:30]([CH2:29][NH:28][C:2]2[C:3]3[C:4](=[N:8][N:9]([CH2:11][C:12]4[CH:17]=[CH:16][C:15]([CH2:18][N:19]5[CH:23]=[C:22]([C:24]([F:26])([F:27])[F:25])[CH:21]=[N:20]5)=[CH:14][CH:13]=4)[CH:10]=3)[N:5]=[CH:6][N:7]=2)=[C:31]([CH3:52])[CH:32]=1. The catalyst class is: 10. (8) Reactant: [NH2:1][C:2]1[CH:6]=[CH:5][NH:4][C:3]=1[C:7]([O:9][CH2:10][CH3:11])=[O:8].[CH3:12][O:13][C:14]1[CH:30]=[CH:29][C:17]2[NH:18][C:19]([S:21][C:22]3[O:26][C:25]([CH:27]=O)=[CH:24][CH:23]=3)=[N:20][C:16]=2[CH:15]=1.[C:31]1(=O)[CH2:36][CH2:35][CH2:34][C:33](=[O:37])[CH2:32]1. Product: [CH2:10]([O:9][C:7]([C:3]1[NH:4][CH:5]=[C:6]2[CH:27]([C:25]3[O:26][C:22]([S:21][C:19]4[NH:18][C:17]5[CH:29]=[CH:30][C:14]([O:13][CH3:12])=[CH:15][C:16]=5[N:20]=4)=[CH:23][CH:24]=3)[C:32]3[C:33](=[O:37])[CH2:34][CH2:35][CH2:36][C:31]=3[NH:1][C:2]=12)=[O:8])[CH3:11]. The catalyst class is: 8.